This data is from Full USPTO retrosynthesis dataset with 1.9M reactions from patents (1976-2016). The task is: Predict the reactants needed to synthesize the given product. (1) Given the product [Br:1][C:2]1[N:10]([CH2:11][C:12]2[CH:17]=[CH:16][CH:15]=[CH:14][C:13]=2[Cl:18])[C:9]2[C:8](=[O:19])[N:7]([CH2:23][C:24]3[CH:29]=[CH:28][CH:27]=[CH:26][C:25]=3[C:30]#[N:31])[C:6](=[O:20])[N:5]([CH3:21])[C:4]=2[N:3]=1, predict the reactants needed to synthesize it. The reactants are: [Br:1][C:2]1[N:10]([CH2:11][C:12]2[CH:17]=[CH:16][CH:15]=[CH:14][C:13]=2[Cl:18])[C:9]2[C:8](=[O:19])[NH:7][C:6](=[O:20])[N:5]([CH3:21])[C:4]=2[N:3]=1.Br[CH2:23][C:24]1[C:25]([C:30]#[N:31])=[CH:26][CH:27]=[CH:28][CH:29]=1. (2) The reactants are: Cl[C:2]1[N:7]=[CH:6][N:5]=[C:4]([NH2:8])[CH:3]=1.[F:9][C:10]1[CH:15]=[CH:14][C:13](B(O)O)=[C:12]([O:19][CH3:20])[CH:11]=1.C(=O)([O-])[O-].[K+].[K+].COCCOC. Given the product [F:9][C:10]1[CH:15]=[CH:14][C:13]([C:2]2[N:7]=[CH:6][N:5]=[C:4]([NH2:8])[CH:3]=2)=[C:12]([O:19][CH3:20])[CH:11]=1, predict the reactants needed to synthesize it. (3) Given the product [CH3:40][O:39][C:37]([C:36]1[N:34]=[CH:35][O:14][C:12]=1[C:11]1[CH:15]=[CH:16][CH:17]=[C:9]([C:8]([O:7][C:3]([CH3:4])([CH3:5])[CH3:6])=[O:18])[CH:10]=1)=[O:38], predict the reactants needed to synthesize it. The reactants are: N#N.[C:3]([O:7][C:8](=[O:18])[C:9]1[CH:17]=[CH:16][CH:15]=[C:11]([C:12]([OH:14])=O)[CH:10]=1)([CH3:6])([CH3:5])[CH3:4].O.C(=O)([O-])[O-].[K+].O.O.[K+].[K+].[K+].C(=O)([O-])[O-].[N+:34]([CH2:36][C:37]([O:39][CH3:40])=[O:38])#[C-:35].C1C=CC(P(N=[N+]=[N-])(C2C=CC=CC=2)=O)=CC=1. (4) Given the product [CH2:1]([O:8][C:9](=[O:52])[N:10]([C@@H:20]1[C:23](=[O:24])[NH:22][C@@H:21]1[CH2:36][C:37]1[N:38]=[N:39][N:40]([CH2:42][CH2:43][NH:44][C:45]([O:47][C:48]([CH3:50])([CH3:49])[CH3:51])=[O:46])[CH:41]=1)[CH2:11][C:12]1[CH:17]=[CH:16][C:15]([O:18][CH3:19])=[CH:14][CH:13]=1)[C:2]1[CH:7]=[CH:6][CH:5]=[CH:4][CH:3]=1, predict the reactants needed to synthesize it. The reactants are: [CH2:1]([O:8][C:9](=[O:52])[N:10]([C@@H:20]1[C:23](=[O:24])[N:22](CC2C=CC(OC)=CC=2OC)[C@@H:21]1[CH2:36][C:37]1[N:38]=[N:39][N:40]([CH2:42][CH2:43][NH:44][C:45]([O:47][C:48]([CH3:51])([CH3:50])[CH3:49])=[O:46])[CH:41]=1)[CH2:11][C:12]1[CH:17]=[CH:16][C:15]([O:18][CH3:19])=[CH:14][CH:13]=1)[C:2]1[CH:7]=[CH:6][CH:5]=[CH:4][CH:3]=1.CC#N.S(OOS([O-])(=O)=O)([O-])(=O)=O.[K+].[K+].P([O-])([O-])([O-])=O.[K+].[K+].[K+]. (5) Given the product [CH2:14]([CH:9]([CH2:10][CH2:11][CH2:12][CH3:13])[CH2:8][C:5]1[CH:6]=[CH:7][C:2]([C:28]2[CH:32]=[CH:31][S:30][CH:29]=2)=[CH:3][CH:4]=1)[CH3:15], predict the reactants needed to synthesize it. The reactants are: Br[C:2]1[CH:7]=[CH:6][C:5]([CH2:8][CH:9]([CH2:14][CH3:15])[CH2:10][CH2:11][CH2:12][CH3:13])=[CH:4][CH:3]=1.C([Li])CCC.CCCCCC.Br[C:28]1[CH:32]=[CH:31][S:30][CH:29]=1. (6) Given the product [CH2:26]([O:28][C:29]([C:31]1[N:32]([C:52]2[CH:53]=[CH:54][C:55]([O:58][CH:59]([CH3:60])[CH3:61])=[CH:56][CH:57]=2)[C:33]2[C:38]([C:39]=1[CH:63]=[CH:6][C:1]([O:3][CH2:4][CH3:5])=[O:2])=[CH:37][C:36]([C:42]1[CH:47]=[CH:46][C:45]([C:48]([F:49])([F:50])[F:51])=[CH:44][N:43]=1)=[CH:35][CH:34]=2)=[O:30])[CH3:27], predict the reactants needed to synthesize it. The reactants are: [C:1]([CH:6]=P(C1C=CC=CC=1)(C1C=CC=CC=1)C1C=CC=CC=1)([O:3][CH2:4][CH3:5])=[O:2].[CH2:26]([O:28][C:29]([C:31]1[N:32]([C:52]2[CH:57]=[CH:56][C:55]([O:58][CH:59]([CH3:61])[CH3:60])=[CH:54][CH:53]=2)[C:33]2[C:38]([C:39]=1C=O)=[CH:37][C:36]([C:42]1[CH:47]=[CH:46][C:45]([C:48]([F:51])([F:50])[F:49])=[CH:44][N:43]=1)=[CH:35][CH:34]=2)=[O:30])[CH3:27].O.[CH3:63]N(C=O)C. (7) Given the product [CH3:15][C:10]1([CH3:16])[C:11]([CH3:14])([CH3:13])[O:12][B:8]([C:5]2[CH:6]=[CH:7][C:2]([CH2:17][N:26]3[CH2:27][CH2:28][N:23]([C:29]([O:31][C:32]([CH3:35])([CH3:34])[CH3:33])=[O:30])[CH2:24][CH2:25]3)=[CH:3][CH:4]=2)[O:9]1, predict the reactants needed to synthesize it. The reactants are: Br[C:2]1[CH:7]=[CH:6][C:5]([B:8]2[O:12][C:11]([CH3:14])([CH3:13])[C:10]([CH3:16])([CH3:15])[O:9]2)=[CH:4][CH:3]=1.[C:17](=O)([O-])[O-].[K+].[K+].[N:23]1([C:29]([O:31][C:32]([CH3:35])([CH3:34])[CH3:33])=[O:30])[CH2:28][CH2:27][NH:26][CH2:25][CH2:24]1. (8) Given the product [CH2:1]([N:15]1[CH:8]2[CH2:14][CH2:13][CH:12]1[CH2:11][CH:10]([N:16]1[C:29]3[CH:28]=[CH:27][C:26]([C:30]#[N:31])=[CH:25][C:24]=3[S:23][C:22]3[C:17]1=[CH:18][CH:19]=[CH:20][CH:21]=3)[CH2:9]2)[CH2:3][C:38]1[CH:39]=[CH:40][CH:41]=[CH:42][CH:43]=1.[C:1]([OH:7])([C:3]([F:6])([F:5])[F:4])=[O:2], predict the reactants needed to synthesize it. The reactants are: [C:1]([OH:7])([C:3]([F:6])([F:5])[F:4])=[O:2].[CH:8]12[NH:15][CH:12]([CH2:13][CH2:14]1)[CH2:11][CH:10]([N:16]1[C:29]3[CH:28]=[CH:27][C:26]([C:30]#[N:31])=[CH:25][C:24]=3[S:23][C:22]3[C:17]1=[CH:18][CH:19]=[CH:20][CH:21]=3)[CH2:9]2.Br[C:38]1[CH:43]=[CH:42][C:41]2N(C3CCNCC3)[C:38]3[C:43](S[C:40]=2[CH:39]=1)=[CH:42][CH:41]=[CH:40][CH:39]=3. (9) Given the product [Cl:21][C:15]1[CH:14]=[C:13]2[C:18]([C:19](=[O:20])[C:10]([CH2:9][NH:8][C:6]([C:5]3[CH:28]=[CH:29][C:2]([N:35]4[CH2:36][CH2:37][CH:32]([O:31][CH3:30])[CH2:33][CH2:34]4)=[N:3][CH:4]=3)=[O:7])=[CH:11][N:12]2[C:22]2[CH:23]=[CH:24][CH:25]=[CH:26][CH:27]=2)=[CH:17][CH:16]=1, predict the reactants needed to synthesize it. The reactants are: Cl[C:2]1[CH:29]=[CH:28][C:5]([C:6]([NH:8][CH2:9][C:10]2[C:19](=[O:20])[C:18]3[C:13](=[CH:14][C:15]([Cl:21])=[CH:16][CH:17]=3)[N:12]([C:22]3[CH:27]=[CH:26][CH:25]=[CH:24][CH:23]=3)[CH:11]=2)=[O:7])=[CH:4][N:3]=1.[CH3:30][O:31][CH:32]1[CH2:37][CH2:36][NH:35][CH2:34][CH2:33]1.